This data is from Full USPTO retrosynthesis dataset with 1.9M reactions from patents (1976-2016). The task is: Predict the reactants needed to synthesize the given product. (1) Given the product [CH2:1]([O:3][C:4](=[O:31])[CH2:5][CH:6]1[C:15]2[C:10](=[CH:11][C:12]([O:16][CH2:17][C:18]3[CH:23]=[CH:22][CH:21]=[C:20]([O:24][C:25]4[CH:26]=[CH:27][CH:28]=[CH:29][CH:30]=4)[CH:19]=3)=[CH:13][CH:14]=2)[CH2:9][CH2:8][CH2:7]1)[CH3:2], predict the reactants needed to synthesize it. The reactants are: [CH2:1]([O:3][C:4](=[O:31])[CH2:5][C:6]1[C:15]2[C:10](=[CH:11][C:12]([O:16][CH2:17][C:18]3[CH:23]=[CH:22][CH:21]=[C:20]([O:24][C:25]4[CH:30]=[CH:29][CH:28]=[CH:27][CH:26]=4)[CH:19]=3)=[CH:13][CH:14]=2)[CH2:9][CH2:8][CH:7]=1)[CH3:2].N1C=CC=CC=1C1C=CC=CN=1. (2) Given the product [C:1]([O:5][C:6]([N:8]([C:21]([O:23][C:24]([CH3:27])([CH3:26])[CH3:25])=[O:22])[C@H:9]([C:17]([O:19][CH3:20])=[O:18])[CH2:10][CH2:11][C:12]([F:16])([F:15])[CH2:13][O:14][S:30]([C:29]([F:42])([F:41])[F:28])(=[O:32])=[O:31])=[O:7])([CH3:3])([CH3:4])[CH3:2], predict the reactants needed to synthesize it. The reactants are: [C:1]([O:5][C:6]([N:8]([C:21]([O:23][C:24]([CH3:27])([CH3:26])[CH3:25])=[O:22])[C@H:9]([C:17]([O:19][CH3:20])=[O:18])[CH2:10][CH2:11][C:12]([F:16])([F:15])[CH2:13][OH:14])=[O:7])([CH3:4])([CH3:3])[CH3:2].[F:28][C:29]([F:42])([F:41])[S:30](O[S:30]([C:29]([F:42])([F:41])[F:28])(=[O:32])=[O:31])(=[O:32])=[O:31].O. (3) Given the product [F:17][C:2]([F:1])([F:16])[C:3]([F:14])([F:15])[C:4]([F:12])([F:13])[C:5]([F:10])([F:11])[S:6]([O-:9])(=[O:8])=[O:7].[CH2:38]([N:40]([O:45][C:49]([C:19]1[CH:24]=[CH:23][C:22]([S+:25]([C:32]2[CH:37]=[CH:36][CH:35]=[CH:34][CH:33]=2)[C:26]2[CH:31]=[CH:30][CH:29]=[CH:28][CH:27]=2)=[CH:21][CH:20]=1)=[O:50])[CH2:41][CH3:42])[CH3:39], predict the reactants needed to synthesize it. The reactants are: [F:1][C:2]([F:17])([F:16])[C:3]([F:15])([F:14])[C:4]([F:13])([F:12])[C:5]([F:11])([F:10])[S:6]([O-:9])(=[O:8])=[O:7].O[C:19]1[CH:24]=[CH:23][C:22]([S+:25]([C:32]2[CH:37]=[CH:36][CH:35]=[CH:34][CH:33]=2)[C:26]2[CH:31]=[CH:30][CH:29]=[CH:28][CH:27]=2)=[CH:21][CH:20]=1.[CH2:38]([N:40](CC)[CH2:41][CH3:42])[CH3:39].[OH2:45].C(N(CC)[C:49](Cl)=[O:50])C.